From a dataset of Reaction yield outcomes from USPTO patents with 853,638 reactions. Predict the reaction yield, written as a fraction of the theoretical maximum amount of product (1.0 means a 100% yield; for example, 0.34 means a 34% yield). (1) The catalyst is C1COCC1. The yield is 1.00. The product is [N:1]([CH2:4][C@@H:5]([N:13]([CH3:22])[C:14](=[O:20])[O:15][C:16]([CH3:17])([CH3:19])[CH3:18])[CH2:6][C@H:7]1[CH2:12][CH2:11][CH2:10][O:9][CH2:8]1)=[N+:2]=[N-:3]. The reactants are [N:1]([CH2:4][C@@H:5]([NH:13][C:14](=[O:20])[O:15][C:16]([CH3:19])([CH3:18])[CH3:17])[CH2:6][C@H:7]1[CH2:12][CH2:11][CH2:10][O:9][CH2:8]1)=[N+:2]=[N-:3].[Li+].[CH3:22][Si]([N-][Si](C)(C)C)(C)C.CI. (2) The reactants are [N+:1]([CH2:3][C:4]([O:6]C)=O)#[C-:2].[NH:8]1[CH2:12][CH2:11][CH2:10][CH2:9]1. No catalyst specified. The product is [N+:1]([CH2:3][C:4]([N:8]1[CH2:12][CH2:11][CH2:10][CH2:9]1)=[O:6])#[C-:2]. The yield is 0.980. (3) The reactants are [NH2:1][C:2]1[C:11]2[C:6](=[C:7](Br)[CH:8]=[CH:9][CH:10]=2)[N:5]=[N:4][C:3]=1[C:13]([NH:15][CH2:16][CH2:17][CH3:18])=[O:14].[F:19][C:20]1[CH:21]=[CH:22][C:23]([O:29][CH3:30])=[C:24](B(O)O)[CH:25]=1. No catalyst specified. The product is [NH2:1][C:2]1[C:11]2[C:6](=[C:7]([C:22]3[CH:21]=[C:20]([F:19])[CH:25]=[CH:24][C:23]=3[O:29][CH3:30])[CH:8]=[CH:9][CH:10]=2)[N:5]=[N:4][C:3]=1[C:13]([NH:15][CH2:16][CH2:17][CH3:18])=[O:14]. The yield is 0.810. (4) The reactants are [NH2:1][C:2]1[CH:16]=[CH:15][C:5]([O:6][CH2:7][CH2:8][CH2:9][C:10]([O:12][CH2:13][CH3:14])=[O:11])=[CH:4][CH:3]=1.Cl.[C:18]1([O:24]C2C=CC=CC=2)C=C[CH:21]=[CH:20][CH:19]=1. No catalyst specified. The product is [CH2:13]([O:12][C:10]([CH2:9][CH2:8][CH2:7][O:6][C:5]1[CH:4]=[C:3]2[C:2](=[CH:16][CH:15]=1)[N:1]=[C:20]([CH3:21])[CH:19]=[C:18]2[OH:24])=[O:11])[CH3:14]. The yield is 0.420. (5) The reactants are [CH3:1][S:2]([NH:5][CH2:6][C:7]1[C:15]2[S:14](=[O:17])(=[O:16])[N:13]=[C:12]([CH2:18][C:19]([OH:21])=O)[NH:11][C:10]=2[S:9][CH:8]=1)(=[O:4])=[O:3].F[P-](F)(F)(F)(F)F.N1([O:38][C:39](N(C)C)=[N+](C)C)C2N=CC=CC=2N=N1.CN1CCOCC1.C(OC(=O)[CH:57]([CH2:62][NH:63][CH2:64][C:65]1[CH:70]=[CH:69][C:68]([F:71])=[CH:67][CH:66]=1)[CH2:58][CH:59]([CH3:61])[CH3:60])C.[O-]CC.[Na+].C(O)C. The catalyst is CN(C)C=O. The product is [F:71][C:68]1[CH:67]=[CH:66][C:65]([CH2:64][N:63]2[CH2:62][CH:57]([CH2:58][CH:59]([CH3:60])[CH3:61])[C:19]([OH:21])=[C:18]([C:12]3[NH:11][C:10]4[S:9][CH:8]=[C:7]([CH2:6][NH:5][S:2]([CH3:1])(=[O:3])=[O:4])[C:15]=4[S:14](=[O:16])(=[O:17])[N:13]=3)[C:39]2=[O:38])=[CH:70][CH:69]=1. The yield is 0.450. (6) The reactants are [NH:1]1[C:9]2[C:4](=[CH:5][CH:6]=[CH:7][CH:8]=2)[CH:3]=[CH:2]1.Cl[C:11]1[CH:16]=CC=C[N:12]=1.[O-]P([O-])([O-])=O.[K+].[K+].[K+].CN[C@@H:27]1[CH2:32][CH2:31][CH2:30][CH2:29][C@H:28]1NC. The catalyst is [Cu]I.CCCCCC.C(OCC)(=O)C.C1(C)C=CC=CC=1. The product is [C:27]1([N:1]2[C:9]3[C:4](=[CH:5][CH:6]=[CH:7][CH:8]=3)[C:3]([CH2:16][CH2:11][NH2:12])=[CH:2]2)[CH:28]=[CH:29][CH:30]=[CH:31][CH:32]=1. The yield is 1.00.